This data is from Peptide-MHC class II binding affinity with 134,281 pairs from IEDB. The task is: Regression. Given a peptide amino acid sequence and an MHC pseudo amino acid sequence, predict their binding affinity value. This is MHC class II binding data. The peptide sequence is GQHTLPRCWLIRNGS. The MHC is DRB1_0404 with pseudo-sequence DRB1_0404. The binding affinity (normalized) is 0.493.